Dataset: Forward reaction prediction with 1.9M reactions from USPTO patents (1976-2016). Task: Predict the product of the given reaction. (1) Given the reactants [C@@H:1]1([NH:10][C:11]2[N:16]=[CH:15][N:14]=[C:13]([NH:17][C@H:18]3[CH2:22][C@H:21]([OH:23])[C@@H:20]([CH2:24][OH:25])[CH2:19]3)[CH:12]=2)[C:9]2[C:4](=[CH:5][CH:6]=[CH:7][CH:8]=2)[CH2:3][CH2:2]1.C(C1C=C(C)C=C(C(C)(C)C)N=1)(C)(C)C.Cl[S:42]([NH:45]C(=O)OC(C)(C)C)(=[O:44])=[O:43], predict the reaction product. The product is: [S:42](=[O:44])(=[O:43])([O:25][CH2:24][C@H:20]1[CH2:19][C@@H:18]([NH:17][C:13]2[CH:12]=[C:11]([NH:10][C@@H:1]3[C:9]4[C:4](=[CH:5][CH:6]=[CH:7][CH:8]=4)[CH2:3][CH2:2]3)[N:16]=[CH:15][N:14]=2)[CH2:22][C@@H:21]1[OH:23])[NH2:45]. (2) Given the reactants C(OC([NH:8][C:9]1[CH:14]=[CH:13][CH:12]=[CH:11][C:10]=1[NH:15][C:16](=[O:35])[C:17]1[CH:22]=[CH:21][C:20]([C:23]2[S:24][C:25]([CH2:28][N:29]3[CH2:34][CH2:33][CH2:32][CH2:31][CH2:30]3)=[CH:26][N:27]=2)=[CH:19][CH:18]=1)=O)(C)(C)C.Cl, predict the reaction product. The product is: [NH2:8][C:9]1[CH:14]=[CH:13][CH:12]=[CH:11][C:10]=1[NH:15][C:16](=[O:35])[C:17]1[CH:18]=[CH:19][C:20]([C:23]2[S:24][C:25]([CH2:28][N:29]3[CH2:30][CH2:31][CH2:32][CH2:33][CH2:34]3)=[CH:26][N:27]=2)=[CH:21][CH:22]=1. (3) Given the reactants C(OC(=O)[NH:7][CH:8]([CH3:31])[C:9]([NH:11][C:12]1[CH:17]=[CH:16][C:15]([CH:18]2[CH2:22][CH2:21][CH2:20][CH2:19]2)=[C:14]([C:23]#[C:24][C:25]2[CH:30]=[CH:29][CH:28]=[CH:27][CH:26]=2)[N:13]=1)=[O:10])(C)(C)C.C(Cl)Cl.C(O)(C(F)(F)F)=O, predict the reaction product. The product is: [NH2:7][CH:8]([CH3:31])[C:9]([NH:11][C:12]1[CH:17]=[CH:16][C:15]([CH:18]2[CH2:19][CH2:20][CH2:21][CH2:22]2)=[C:14]([C:23]#[C:24][C:25]2[CH:30]=[CH:29][CH:28]=[CH:27][CH:26]=2)[N:13]=1)=[O:10]. (4) Given the reactants [C:1]1([C:7]2[S:8][CH:9]=[C:10]([C:12]([C:14]3[CH:19]=[C:18]([O:20][CH3:21])[C:17]([O:22][CH3:23])=[C:16]([O:24][CH3:25])[CH:15]=3)=O)[N:11]=2)[CH:6]=[CH:5][CH:4]=[CH:3][CH:2]=1.O.[NH2:27][NH2:28], predict the reaction product. The product is: [N:27](=[C:12](/[C:14]1[CH:19]=[C:18]([O:20][CH3:21])[C:17]([O:22][CH3:23])=[C:16]([O:24][CH3:25])[CH:15]=1)\[C:10]1[N:11]=[C:7]([C:1]2[CH:6]=[CH:5][CH:4]=[CH:3][CH:2]=2)[S:8][CH:9]=1)\[NH2:28]. (5) Given the reactants [CH2:1]([C:13]1[CH:19]=[CH:18][C:16]([NH2:17])=CC=1)[CH2:2][CH2:3]CCCCCCCCC.[NH:20]1[CH:24]=[CH:23][N:22]=[CH:21]1.C([N:27](CC)CC)C.C(Cl)(=O)C=C, predict the reaction product. The product is: [CH2:13]1[CH2:1][CH2:2][CH2:3][N:17]([CH2:24][CH2:23][N:22]=[C:21]([NH2:27])[NH2:20])[CH2:16][CH2:18][CH2:19]1. (6) Given the reactants C[O:2][C:3](=[O:32])[CH2:4][O:5][C:6]1[CH:15]=[CH:14][C:13]([F:16])=[C:12]2[C:7]=1[C:8]([O:28][CH:29]([F:31])[F:30])=[C:9]([CH2:19][C:20]1[CH:25]=[CH:24][C:23]([F:26])=[CH:22][C:21]=1[Cl:27])[C:10]([CH2:17][CH3:18])=[N:11]2.[OH-].[Li+], predict the reaction product. The product is: [Cl:27][C:21]1[CH:22]=[C:23]([F:26])[CH:24]=[CH:25][C:20]=1[CH2:19][C:9]1[C:10]([CH2:17][CH3:18])=[N:11][C:12]2[C:7]([C:8]=1[O:28][CH:29]([F:30])[F:31])=[C:6]([O:5][CH2:4][C:3]([OH:32])=[O:2])[CH:15]=[CH:14][C:13]=2[F:16]. (7) Given the reactants [CH3:1][NH:2][C:3]1[CH:8]=[CH:7][CH:6]=[CH:5][CH:4]=1.[Br:9][CH2:10][CH2:11][CH2:12]Br.C(N(C(C)C)CC)(C)C, predict the reaction product. The product is: [Br:9][CH2:10][CH2:11][CH2:12][N:2]([CH3:1])[C:3]1[CH:8]=[CH:7][CH:6]=[CH:5][CH:4]=1.